This data is from Full USPTO retrosynthesis dataset with 1.9M reactions from patents (1976-2016). The task is: Predict the reactants needed to synthesize the given product. Given the product [CH3:7][O:8][C:9]1[CH:30]=[CH:29][C:12]([CH2:13][N:14]2[CH:19]=[C:18]([CH2:20][OH:21])[C:17]([C:23]([O:25][CH3:26])=[O:24])=[C:16]([Cl:27])[C:15]2=[O:28])=[CH:11][CH:10]=1, predict the reactants needed to synthesize it. The reactants are: B.C1COCC1.[CH3:7][O:8][C:9]1[CH:30]=[CH:29][C:12]([CH2:13][N:14]2[CH:19]=[C:18]([C:20](O)=[O:21])[C:17]([C:23]([O:25][CH3:26])=[O:24])=[C:16]([Cl:27])[C:15]2=[O:28])=[CH:11][CH:10]=1.